Dataset: Full USPTO retrosynthesis dataset with 1.9M reactions from patents (1976-2016). Task: Predict the reactants needed to synthesize the given product. (1) Given the product [Cl:1][C:2]1[CH:7]=[CH:6][C:5]([C:8]2[C:9]([N:14]3[CH2:19][CH2:18][CH:17]([C:20]([OH:22])=[O:21])[CH2:16][CH2:15]3)=[N:10][CH:11]=[CH:12][CH:13]=2)=[CH:4][C:3]=1[C:25]([NH:27][CH2:28][C:29]12[CH2:30][CH:31]3[CH2:37][CH:35]([CH2:34][CH:33]([CH2:32]3)[CH2:38]1)[CH2:36]2)=[O:26], predict the reactants needed to synthesize it. The reactants are: [Cl:1][C:2]1[CH:7]=[CH:6][C:5]([C:8]2[C:9]([N:14]3[CH2:19][CH2:18][CH:17]([C:20]([O:22]CC)=[O:21])[CH2:16][CH2:15]3)=[N:10][CH:11]=[CH:12][CH:13]=2)=[CH:4][C:3]=1[C:25]([NH:27][CH2:28][C:29]12[CH2:38][CH:33]3[CH2:34][CH:35]([CH2:37][CH:31]([CH2:32]3)[CH2:30]1)[CH2:36]2)=[O:26].[OH-].[K+].C(O)(=O)C. (2) Given the product [ClH:44].[CH3:1][S:2]([C:5]1[CH:6]=[C:7]([C:11]2[C:12]([O:23][C:24]3[CH:38]=[CH:37][C:27]([O:28][CH2:29][CH2:30][N:31]4[CH2:36][CH2:35][CH2:34][CH2:33][CH2:32]4)=[CH:26][CH:25]=3)=[C:13]3[C:18](=[CH:19][CH:20]=2)[CH:17]=[C:16]([OH:21])[CH:15]=[CH:14]3)[CH:8]=[CH:9][CH:10]=1)(=[O:4])=[O:3], predict the reactants needed to synthesize it. The reactants are: [CH3:1][S:2]([C:5]1[CH:6]=[C:7]([C:11]2[CH:20]=[CH:19][C:18]3[C:13](=[CH:14][CH:15]=[C:16]([O:21]C)[CH:17]=3)[C:12]=2[O:23][C:24]2[CH:38]=[CH:37][C:27]([O:28][CH2:29][CH2:30][N:31]3[CH2:36][CH2:35][CH2:34][CH2:33][CH2:32]3)=[CH:26][CH:25]=2)[CH:8]=[CH:9][CH:10]=1)(=[O:4])=[O:3].Cl.B(Br)(Br)Br.[Cl:44]CCl.C([O-])(O)=O.[Na+]. (3) Given the product [NH2:1][C:2]1[C:11]2=[CH:12][N:13]([CH:15]3[O:16][CH:17]([CH2:23][O:24][C:41](=[O:44])[CH2:42][CH3:43])[CH:18]([O:22][C:39](=[O:50])[CH2:40][CH3:35])[C:19]3([OH:21])[CH3:20])[N:14]=[C:9]3[C:10]2=[C:4]([C:5](=[O:25])[NH:6][N:7]=[CH:8]3)[CH:3]=1, predict the reactants needed to synthesize it. The reactants are: [NH2:1][C:2]1[C:11]2=[CH:12][N:13]([CH:15]3[C:19]([OH:21])([CH3:20])[CH:18]([OH:22])[CH:17]([CH2:23][OH:24])[O:16]3)[N:14]=[C:9]3[C:10]2=[C:4]([C:5](=[O:25])[NH:6][N:7]=[CH:8]3)[CH:3]=1.C1CCC(N=C=N[CH:35]2[CH2:40][CH2:39]CCC2)CC1.[C:41](O)(=[O:44])[CH2:42][CH3:43].CN(C=[O:50])C. (4) Given the product [Cl:44][C:45]1[CH:46]=[CH:47][C:48]([C@@H:51]2[C:58]3[C:57]([CH2:59][OH:60])=[N:56][N:55]([CH:61]4[CH2:62][CH2:63]4)[C:54]=3[C:53](=[O:64])[N:52]2[C:65]2[CH:66]=[C:67]([CH3:75])[C:68]3[N:69]([C:71]([CH3:74])=[N:72][N:73]=3)[CH:70]=2)=[CH:49][CH:50]=1, predict the reactants needed to synthesize it. The reactants are: ClC1C=CC(C2C3C(C)=NN(C4CN(C(OC(C)(C)C)=O)C4)C=3C(=O)N2C2C=C(C)C3N(C(C)=NN=3)C=2)=CC=1.CC(O)C.[Cl:44][C:45]1[CH:50]=[CH:49][C:48]([CH:51]2[C:58]3[C:57]([CH2:59][OH:60])=[N:56][N:55]([CH:61]4[CH2:63][CH2:62]4)[C:54]=3[C:53](=[O:64])[N:52]2[C:65]2[CH:66]=[C:67]([CH3:75])[C:68]3[N:69]([C:71]([CH3:74])=[N:72][N:73]=3)[CH:70]=2)=[CH:47][CH:46]=1.